Dataset: Reaction yield outcomes from USPTO patents with 853,638 reactions. Task: Predict the reaction yield, written as a fraction of the theoretical maximum amount of product (1.0 means a 100% yield; for example, 0.34 means a 34% yield). The reactants are C[CH2:2][N:3]([CH:7]([CH3:9])C)[CH:4]([CH3:6])C.[Cl:10][C:11]1[C:20]2[C:15](=[CH:16][C:17]([O:21][CH3:22])=[CH:18][CH:19]=2)C=C(NC)[N:12]=1.C(=O)C.C([BH3-])#N. The catalyst is CO.C(O)(=O)C. The product is [Cl:10][C:11]1[C:20]2[C:19](=[CH:18][C:17]([O:21][CH3:22])=[CH:16][CH:15]=2)[CH:9]=[C:7]([N:3]([CH2:4][CH3:6])[CH3:2])[N:12]=1. The yield is 0.830.